From a dataset of NCI-60 drug combinations with 297,098 pairs across 59 cell lines. Regression. Given two drug SMILES strings and cell line genomic features, predict the synergy score measuring deviation from expected non-interaction effect. (1) Drug 1: CC(C1=C(C=CC(=C1Cl)F)Cl)OC2=C(N=CC(=C2)C3=CN(N=C3)C4CCNCC4)N. Drug 2: CCC1=CC2CC(C3=C(CN(C2)C1)C4=CC=CC=C4N3)(C5=C(C=C6C(=C5)C78CCN9C7C(C=CC9)(C(C(C8N6C)(C(=O)OC)O)OC(=O)C)CC)OC)C(=O)OC.C(C(C(=O)O)O)(C(=O)O)O. Cell line: SR. Synergy scores: CSS=97.7, Synergy_ZIP=14.2, Synergy_Bliss=12.3, Synergy_Loewe=9.81, Synergy_HSA=13.3. (2) Drug 1: CC1=CC=C(C=C1)C2=CC(=NN2C3=CC=C(C=C3)S(=O)(=O)N)C(F)(F)F. Drug 2: C1=NC2=C(N1)C(=S)N=CN2. Cell line: HL-60(TB). Synergy scores: CSS=25.3, Synergy_ZIP=-11.7, Synergy_Bliss=-4.07, Synergy_Loewe=-17.3, Synergy_HSA=-1.83. (3) Drug 1: CCC(=C(C1=CC=CC=C1)C2=CC=C(C=C2)OCCN(C)C)C3=CC=CC=C3.C(C(=O)O)C(CC(=O)O)(C(=O)O)O. Drug 2: CC(C)NC(=O)C1=CC=C(C=C1)CNNC.Cl. Cell line: MCF7. Synergy scores: CSS=7.35, Synergy_ZIP=-3.89, Synergy_Bliss=-3.08, Synergy_Loewe=-7.79, Synergy_HSA=-3.27. (4) Drug 1: CN1CCC(CC1)COC2=C(C=C3C(=C2)N=CN=C3NC4=C(C=C(C=C4)Br)F)OC. Drug 2: CC1CCCC2(C(O2)CC(NC(=O)CC(C(C(=O)C(C1O)C)(C)C)O)C(=CC3=CSC(=N3)C)C)C. Cell line: A498. Synergy scores: CSS=13.1, Synergy_ZIP=-3.65, Synergy_Bliss=-0.314, Synergy_Loewe=-0.0509, Synergy_HSA=0.00732.